From a dataset of NCI-60 drug combinations with 297,098 pairs across 59 cell lines. Regression. Given two drug SMILES strings and cell line genomic features, predict the synergy score measuring deviation from expected non-interaction effect. Drug 1: C1CCC(CC1)NC(=O)N(CCCl)N=O. Drug 2: C1=CC(=CC=C1C#N)C(C2=CC=C(C=C2)C#N)N3C=NC=N3. Cell line: SK-OV-3. Synergy scores: CSS=3.80, Synergy_ZIP=-2.23, Synergy_Bliss=-1.38, Synergy_Loewe=-1.75, Synergy_HSA=-1.32.